Dataset: NCI-60 drug combinations with 297,098 pairs across 59 cell lines. Task: Regression. Given two drug SMILES strings and cell line genomic features, predict the synergy score measuring deviation from expected non-interaction effect. (1) Synergy scores: CSS=-3.17, Synergy_ZIP=2.13, Synergy_Bliss=-0.116, Synergy_Loewe=-0.659, Synergy_HSA=-4.04. Cell line: MDA-MB-435. Drug 1: C1=CC(=CC=C1C#N)C(C2=CC=C(C=C2)C#N)N3C=NC=N3. Drug 2: CS(=O)(=O)CCNCC1=CC=C(O1)C2=CC3=C(C=C2)N=CN=C3NC4=CC(=C(C=C4)OCC5=CC(=CC=C5)F)Cl. (2) Drug 1: CCCS(=O)(=O)NC1=C(C(=C(C=C1)F)C(=O)C2=CNC3=C2C=C(C=N3)C4=CC=C(C=C4)Cl)F. Drug 2: CC12CCC3C(C1CCC2OP(=O)(O)O)CCC4=C3C=CC(=C4)OC(=O)N(CCCl)CCCl.[Na+]. Cell line: NCI/ADR-RES. Synergy scores: CSS=-0.573, Synergy_ZIP=0.507, Synergy_Bliss=-0.316, Synergy_Loewe=-1.49, Synergy_HSA=-1.95. (3) Drug 1: CC(CN1CC(=O)NC(=O)C1)N2CC(=O)NC(=O)C2. Drug 2: C1CCC(CC1)NC(=O)N(CCCl)N=O. Cell line: HT29. Synergy scores: CSS=32.0, Synergy_ZIP=-9.67, Synergy_Bliss=-6.25, Synergy_Loewe=-7.65, Synergy_HSA=-4.54. (4) Drug 1: CCC1=CC2CC(C3=C(CN(C2)C1)C4=CC=CC=C4N3)(C5=C(C=C6C(=C5)C78CCN9C7C(C=CC9)(C(C(C8N6C)(C(=O)OC)O)OC(=O)C)CC)OC)C(=O)OC. Drug 2: C1CC(C1)(C2=CC=C(C=C2)C3=C(C=C4C(=N3)C=CN5C4=NNC5=O)C6=CC=CC=C6)N. Cell line: SW-620. Synergy scores: CSS=46.4, Synergy_ZIP=-0.153, Synergy_Bliss=-0.927, Synergy_Loewe=-17.3, Synergy_HSA=2.98.